Predict the product of the given reaction. From a dataset of Forward reaction prediction with 1.9M reactions from USPTO patents (1976-2016). (1) Given the reactants Cl.Cl.C[O:4][C:5](=[O:53])[C@@H:6]([NH:22][C:23]([C@@H:25]1[CH2:34][C:33]2[CH:32]=[C:31]3[O:35][CH2:36][C@H:37]([C:39]4[CH:44]=[CH:43][C:42]([O:45][CH2:46][CH:47]5[CH2:52][CH2:51][CH2:50][CH2:49][CH2:48]5)=[CH:41][CH:40]=4)[O:38][C:30]3=[CH:29][C:28]=2[CH2:27][NH:26]1)=[O:24])[CH2:7][C:8]1[CH:13]=[CH:12][C:11]([C:14]2[CH:19]=[CH:18][N:17]=[C:16]([CH3:20])[C:15]=2[CH3:21])=[CH:10][CH:9]=1.[C:54](Cl)(=[O:61])[C:55]1[CH:60]=[CH:59][CH:58]=[CH:57][CH:56]=1, predict the reaction product. The product is: [C:54]([N:26]1[C@H:25]([C:23]([NH:22][C@@H:6]([CH2:7][C:8]2[CH:9]=[CH:10][C:11]([C:14]3[CH:19]=[CH:18][N:17]=[C:16]([CH3:20])[C:15]=3[CH3:21])=[CH:12][CH:13]=2)[C:5]([OH:4])=[O:53])=[O:24])[CH2:34][C:33]2[CH:32]=[C:31]3[O:35][CH2:36][C@H:37]([C:39]4[CH:40]=[CH:41][C:42]([O:45][CH2:46][CH:47]5[CH2:52][CH2:51][CH2:50][CH2:49][CH2:48]5)=[CH:43][CH:44]=4)[O:38][C:30]3=[CH:29][C:28]=2[CH2:27]1)(=[O:61])[C:55]1[CH:60]=[CH:59][CH:58]=[CH:57][CH:56]=1. (2) Given the reactants [C:1]([O:5][C:6]([N:8]1[CH2:13][CH2:12][N:11](CC2C=CC=CC=2)[CH:10]([CH2:21][O:22]S(C)(=O)=O)[CH2:9]1)=[O:7])([CH3:4])([CH3:3])[CH3:2].[C:27]1(O)[CH:32]=[CH:31][CH:30]=[CH:29][CH:28]=1.C(=O)([O-])[O-].[K+].[K+], predict the reaction product. The product is: [C:1]([O:5][C:6]([N:8]1[CH2:13][CH2:12][NH:11][CH:10]([CH2:21][O:22][C:27]2[CH:32]=[CH:31][CH:30]=[CH:29][CH:28]=2)[CH2:9]1)=[O:7])([CH3:2])([CH3:3])[CH3:4]. (3) Given the reactants [SH:1][CH2:2][CH2:3][CH2:4][OH:5].CCN(C(C)C)C(C)C.Br[CH:16]1[CH2:20][CH2:19][O:18][C:17]1=[O:21], predict the reaction product. The product is: [OH:5][CH2:4][CH2:3][CH2:2][S:1][CH:16]1[CH2:20][CH2:19][O:18][C:17]1=[O:21]. (4) Given the reactants [NH:1]1[C:9]2[C:4](=[CH:5][C:6]([O:10][C:11]3[C:20]4[C:15](=[CH:16][C:17]([O:23][CH2:24][CH2:25][CH2:26][N:27]5[CH2:32][CH2:31][NH:30][CH2:29][CH2:28]5)=[C:18]([O:21][CH3:22])[CH:19]=4)[N:14]=[CH:13][N:12]=3)=[CH:7][N:8]=2)[CH:3]=[CH:2]1.ClC(Cl)(Cl)[C:35]([N:37]=C=O)=[O:36], predict the reaction product. The product is: [NH:1]1[C:9]2[C:4](=[CH:5][C:6]([O:10][C:11]3[C:20]4[C:15](=[CH:16][C:17]([O:23][CH2:24][CH2:25][CH2:26][N:27]5[CH2:32][CH2:31][N:30]([C:35](=[O:36])[NH2:37])[CH2:29][CH2:28]5)=[C:18]([O:21][CH3:22])[CH:19]=4)[N:14]=[CH:13][N:12]=3)=[CH:7][N:8]=2)[CH:3]=[CH:2]1. (5) Given the reactants [Cl:1][C:2]1[CH:12]=[C:11]([Cl:13])[CH:10]=[CH:9][C:3]=1[O:4][CH:5]([CH3:8])[C:6]#[N:7].[F:14][C:15]1[CH:24]=[CH:23][C:18]([C:19](=[N:21][OH:22])N)=[CH:17][CH:16]=1.O.C1(C)C=CC(S(O)(=O)=O)=CC=1, predict the reaction product. The product is: [Cl:1][C:2]1[CH:12]=[C:11]([Cl:13])[CH:10]=[CH:9][C:3]=1[O:4][CH:5]([C:6]1[O:22][N:21]=[C:19]([C:18]2[CH:23]=[CH:24][C:15]([F:14])=[CH:16][CH:17]=2)[N:7]=1)[CH3:8]. (6) Given the reactants Br[C:2]1[C:10]2[C:9]([NH:11][CH:12]3[CH2:17][CH2:16][CH:15]([N:18]([CH3:20])[CH3:19])[CH2:14][CH2:13]3)=[N:8][CH:7]=[N:6][C:5]=2[S:4][C:3]=1[CH2:21][CH3:22].C([Sn](CCCC)(CCCC)[C:28]1[CH:33]=[CH:32][CH:31]=[CH:30][N:29]=1)CCC, predict the reaction product. The product is: [CH2:21]([C:3]1[S:4][C:5]2[N:6]=[CH:7][N:8]=[C:9]([NH:11][CH:12]3[CH2:17][CH2:16][CH:15]([N:18]([CH3:20])[CH3:19])[CH2:14][CH2:13]3)[C:10]=2[C:2]=1[C:28]1[CH:33]=[CH:32][CH:31]=[CH:30][N:29]=1)[CH3:22].